Dataset: Reaction yield outcomes from USPTO patents with 853,638 reactions. Task: Predict the reaction yield, written as a fraction of the theoretical maximum amount of product (1.0 means a 100% yield; for example, 0.34 means a 34% yield). (1) The reactants are Cl[C:2]1[N:6]([CH3:7])[N:5]=[CH:4][C:3]=1[N+:8]([O-:10])=[O:9].[NH:11]1[CH2:15][C@H:14]([OH:16])[C@@H:13]([OH:17])[CH2:12]1. No catalyst specified. The product is [CH3:7][N:6]1[C:2]([N:11]2[CH2:15][C@H:14]([OH:16])[C@@H:13]([OH:17])[CH2:12]2)=[C:3]([N+:8]([O-:10])=[O:9])[CH:4]=[N:5]1. The yield is 0.910. (2) The reactants are [Cl-].[Cl-].[Cl-].[Al+3].C([N:12]1[C:20]2[C:15](=[CH:16][CH:17]=[CH:18][CH:19]=2)[C:14]([C:21]([NH:23][C:24]2[CH:29]=[CH:28][CH:27]=[C:26]([C:30]([CH:32]3[CH2:37][CH2:36][N:35]([CH3:38])[CH2:34][CH2:33]3)=[O:31])[N:25]=2)=[O:22])=[CH:13]1)C1C=CC=CC=1. The catalyst is C1C=CC=CC=1.C(OCC)(=O)C. The product is [NH:12]1[C:20]2[C:15](=[CH:16][CH:17]=[CH:18][CH:19]=2)[C:14]([C:21]([NH:23][C:24]2[CH:29]=[CH:28][CH:27]=[C:26]([C:30]([CH:32]3[CH2:37][CH2:36][N:35]([CH3:38])[CH2:34][CH2:33]3)=[O:31])[N:25]=2)=[O:22])=[CH:13]1. The yield is 0.670. (3) The reactants are [CH3:1][O:2][CH2:3][N:4]1[CH:8]=[C:7]([N+:9]([O-])=O)[N:6]=[C:5]1[C:12]([O:14][CH2:15][CH3:16])=[O:13].[C:17](Cl)(=[O:21])[CH:18]([CH3:20])[CH3:19]. The catalyst is C1COCC1.[Pd]. The product is [C:17]([NH:9][C:7]1[N:6]=[C:5]([C:12]([O:14][CH2:15][CH3:16])=[O:13])[N:4]([CH2:3][O:2][CH3:1])[CH:8]=1)(=[O:21])[CH:18]([CH3:20])[CH3:19]. The yield is 0.710. (4) The reactants are [Br:1][C:2]1[CH:7]=[C:6]([N+:8]([O-])=O)[CH:5]=[CH:4][C:3]=1[O:11][CH2:12][C:13]([F:16])([F:15])[F:14]. The catalyst is CCOC(C)=O. The product is [Br:1][C:2]1[CH:7]=[C:6]([NH2:8])[CH:5]=[CH:4][C:3]=1[O:11][CH2:12][C:13]([F:15])([F:16])[F:14]. The yield is 1.00. (5) The reactants are C(OC(=O)[NH:7][C:8]1[C:13]([I:14])=[C:12]([Cl:15])[CH:11]=[CH:10][N:9]=1)(C)(C)C.[OH-].[Na+]. The catalyst is Br.C1COCC1. The product is [Cl:15][C:12]1[CH:11]=[CH:10][N:9]=[C:8]([NH2:7])[C:13]=1[I:14]. The yield is 0.930. (6) The reactants are [CH3:1][C@H:2]1[CH2:7][NH:6][CH2:5][CH2:4][NH:3]1.Br[C:9]1[CH:14]=[CH:13][CH:12]=[CH:11][N:10]=1. No catalyst specified. The product is [CH3:1][C@@H:2]1[NH:3][CH2:4][CH2:5][N:6]([C:9]2[CH:14]=[CH:13][CH:12]=[CH:11][N:10]=2)[CH2:7]1. The yield is 0.670.